This data is from Peptide-MHC class II binding affinity with 134,281 pairs from IEDB. The task is: Regression. Given a peptide amino acid sequence and an MHC pseudo amino acid sequence, predict their binding affinity value. This is MHC class II binding data. (1) The peptide sequence is RRSIPVNEALAAAGL. The MHC is HLA-DQA10102-DQB10501 with pseudo-sequence HLA-DQA10102-DQB10501. The binding affinity (normalized) is 0.484. (2) The peptide sequence is LVDANGTLHDKKSMG. The MHC is DRB1_1101 with pseudo-sequence DRB1_1101. The binding affinity (normalized) is 0.312. (3) The peptide sequence is FSSAGGFFTSVGKGI. The MHC is HLA-DQA10201-DQB10303 with pseudo-sequence HLA-DQA10201-DQB10303. The binding affinity (normalized) is 0.617. (4) The MHC is HLA-DQA10501-DQB10402 with pseudo-sequence HLA-DQA10501-DQB10402. The peptide sequence is GPLRISASSAAQRRG. The binding affinity (normalized) is 0.544. (5) The peptide sequence is AVVGLSMAASSALTL. The MHC is DRB1_0701 with pseudo-sequence DRB1_0701. The binding affinity (normalized) is 0.393.